Dataset: Full USPTO retrosynthesis dataset with 1.9M reactions from patents (1976-2016). Task: Predict the reactants needed to synthesize the given product. (1) Given the product [Br:1][C:2]1[CH:17]=[C:16]([S:18]([CH2:21][CH3:22])(=[O:20])=[O:19])[CH:15]=[CH:14][C:3]=1[O:4][C:5]1[C:10]([CH3:11])=[CH:9][CH:8]=[CH:7][C:6]=1[CH2:12][Br:24], predict the reactants needed to synthesize it. The reactants are: [Br:1][C:2]1[CH:17]=[C:16]([S:18]([CH2:21][CH3:22])(=[O:20])=[O:19])[CH:15]=[CH:14][C:3]=1[O:4][C:5]1[C:10]([CH3:11])=[CH:9][CH:8]=[CH:7][C:6]=1[CH2:12]O.P(Br)(Br)[Br:24]. (2) The reactants are: [CH:1]1([NH:7][NH:8][C:9]([O:11][CH2:12][C:13]2[CH:18]=[CH:17][CH:16]=[CH:15][CH:14]=2)=[O:10])[CH2:6][CH2:5][CH2:4][CH2:3][CH2:2]1.[Br:19][C:20]([CH3:25])([CH3:24])[C:21](Br)=[O:22]. Given the product [Br:19][C:20]([CH3:25])([CH3:24])[C:21]([N:7]([CH:1]1[CH2:2][CH2:3][CH2:4][CH2:5][CH2:6]1)[NH:8][C:9]([O:11][CH2:12][C:13]1[CH:14]=[CH:15][CH:16]=[CH:17][CH:18]=1)=[O:10])=[O:22], predict the reactants needed to synthesize it. (3) Given the product [C:1]([N:8]1[CH2:13][CH2:12][CH2:11][CH:10]([C:14]#[CH:16])[CH2:9]1)([O:3][C:4]([CH3:7])([CH3:6])[CH3:5])=[O:2], predict the reactants needed to synthesize it. The reactants are: [C:1]([N:8]1[CH2:13][CH2:12][CH2:11][CH:10]([CH:14]=O)[CH2:9]1)([O:3][C:4]([CH3:7])([CH3:6])[CH3:5])=[O:2].[CH3:16]OP(C=[N+]=[N-])(=O)OC.C([O-])([O-])=O.[K+].[K+]. (4) Given the product [O:2]([C:1]([CH2:4][CH2:5][CH2:6][NH:7][C:8](=[O:14])[O:9][C:10]([CH3:11])([CH3:13])[CH3:12])=[O:3])[C:15]1[CH:20]=[CH:19][CH:18]=[CH:17][CH:16]=1, predict the reactants needed to synthesize it. The reactants are: [C:1]([CH2:4][CH2:5][CH2:6][NH:7][C:8](=[O:14])[O:9][C:10]([CH3:13])([CH3:12])[CH3:11])([OH:3])=[O:2].[CH2:15]1[CH2:20][CH2:19][CH:18](N=C=N[CH:15]2[CH2:20][CH2:19][CH2:18][CH2:17][CH2:16]2)[CH2:17][CH2:16]1.C1(O)C=CC=CC=1. (5) Given the product [CH3:26][CH:27]([O:31][C:32]([CH3:34])=[O:33])[CH2:28][O:29][CH3:30].[Zr:18], predict the reactants needed to synthesize it. The reactants are: O.CC(C)[O-].CC(C)[O-].CC(C)[O-].CC(C)[O-].[Zr+4:18].C(CC(=O)C)(=O)C.[CH3:26][CH:27]([O:31][C:32]([CH3:34])=[O:33])[CH2:28][O:29][CH3:30]. (6) Given the product [F:1][C:2]1[CH:3]=[CH:4][C:5]([C:8]2[C:9]([C:26]3[S:27][CH:28]=[CH:29][CH:30]=3)=[C:10]([C:14]([C:16]([C:18]3[CH:23]=[CH:22][C:21]([CH3:24])=[C:20]([Cl:25])[CH:19]=3)=[O:17])=[O:15])[CH:11]=[CH:12][CH:13]=2)=[CH:6][CH:7]=1, predict the reactants needed to synthesize it. The reactants are: [F:1][C:2]1[CH:7]=[CH:6][C:5]([C:8]2[C:9]([C:26]3[S:27][CH:28]=[CH:29][CH:30]=3)=[C:10]([C:14]([CH:16]([C:18]3[CH:23]=[CH:22][C:21]([CH3:24])=[C:20]([Cl:25])[CH:19]=3)[OH:17])=[O:15])[CH:11]=[CH:12][CH:13]=2)=[CH:4][CH:3]=1.[Bi]=O. (7) Given the product [C:1]([O:5][C:6](=[O:50])[N:7]([C:20]1[N:21]([C:25]2[CH:30]=[C:29]([CH:31]([CH3:32])[CH3:33])[C:28]([OH:34])=[CH:27][C:26]=2[OH:42])[N:22]=[N:23][CH:24]=1)[C:8]1[CH:13]=[CH:12][C:11]([N:14]2[CH2:19][CH2:18][O:17][CH2:16][CH2:15]2)=[CH:10][CH:9]=1)([CH3:2])([CH3:4])[CH3:3], predict the reactants needed to synthesize it. The reactants are: [C:1]([O:5][C:6](=[O:50])[N:7]([C:20]1[N:21]([C:25]2[CH:30]=[C:29]([CH:31]([CH3:33])[CH3:32])[C:28]([O:34]CC3C=CC=CC=3)=[CH:27][C:26]=2[O:42]CC2C=CC=CC=2)[N:22]=[N:23][CH:24]=1)[C:8]1[CH:13]=[CH:12][C:11]([N:14]2[CH2:19][CH2:18][O:17][CH2:16][CH2:15]2)=[CH:10][CH:9]=1)([CH3:4])([CH3:3])[CH3:2]. (8) Given the product [Cl:7][C:8]1[S:12][C:1]([C:2]([Cl:4])=[O:3])=[CH:10][CH:9]=1, predict the reactants needed to synthesize it. The reactants are: [C:1](Cl)(=O)[C:2]([Cl:4])=[O:3].[Cl:7][C:8]1[S:12]C(C(O)=O)=[CH:10][CH:9]=1. (9) Given the product [Cl:1][C:2]1[CH:11]=[C:10]2[C:5]([CH:6]=[C:7]([C:25]([NH:27][NH2:28])=[NH:26])[N:8]=[C:9]2[NH:12][C@H:13]2[CH2:17][CH2:16][N:15]([C:18]([O:20][C:21]([CH3:23])([CH3:22])[CH3:24])=[O:19])[CH2:14]2)=[CH:4][CH:3]=1, predict the reactants needed to synthesize it. The reactants are: [Cl:1][C:2]1[CH:11]=[C:10]2[C:5]([CH:6]=[C:7]([C:25]#[N:26])[N:8]=[C:9]2[NH:12][C@H:13]2[CH2:17][CH2:16][N:15]([C:18]([O:20][C:21]([CH3:24])([CH3:23])[CH3:22])=[O:19])[CH2:14]2)=[CH:4][CH:3]=1.[NH2:27][NH2:28].O. (10) Given the product [CH3:74][O:77][C:55]1[CH:56]=[CH:57][C:58]([CH2:61][N:6]2[C:17]3[CH:18]=[CH:19][C:20]([C:21]([O:23][CH2:24][CH3:25])=[O:22])=[CH:26][C:27]=3[C:2]3[N:31]=[CH:30][CH:29]=[CH:28][C:3]=3[C:4]2=[O:5])=[CH:59][CH:60]=1, predict the reactants needed to synthesize it. The reactants are: Cl[C:2]1[N:31]=[CH:30][CH:29]=[CH:28][C:3]=1[C:4]([N:6]([C:17]1[CH:27]=[CH:26][C:20]([C:21]([O:23][CH2:24][CH3:25])=[O:22])=[CH:19][CH:18]=1)NCC1C=CC(OC)=CC=1)=[O:5].[C:55]1(P([C:55]2[CH:60]=[CH:59][CH:58]=[CH:57][CH:56]=2)CCCP([C:55]2[CH:60]=[CH:59][CH:58]=[CH:57][CH:56]=2)[C:55]2[CH:60]=[CH:59][CH:58]=[CH:57][CH:56]=2)[CH:60]=[CH:59][CH:58]=[CH:57][CH:56]=1.[CH2:61](P(CCCC)CCCC)CCC.[C:74](=[O:77])([O-])[O-].[K+].[K+].